This data is from Full USPTO retrosynthesis dataset with 1.9M reactions from patents (1976-2016). The task is: Predict the reactants needed to synthesize the given product. (1) Given the product [NH2:38][C:25]1[CH:26]=[C:27]([N:30]2[CH2:31][CH2:32][N:33]([CH2:36][CH3:37])[CH2:34][CH2:35]2)[CH:28]=[CH:29][C:24]=1[NH:23][C:21]1[N:20]=[CH:19][N:18]=[C:17]([N:15]([CH3:16])[C:14]([NH:13][C:3]2[C:4]([Cl:12])=[C:5]([O:10][CH3:11])[CH:6]=[C:7]([O:8][CH3:9])[C:2]=2[Cl:1])=[O:41])[CH:22]=1, predict the reactants needed to synthesize it. The reactants are: [Cl:1][C:2]1[C:7]([O:8][CH3:9])=[CH:6][C:5]([O:10][CH3:11])=[C:4]([Cl:12])[C:3]=1[NH:13][C:14](=[O:41])[N:15]([C:17]1[CH:22]=[C:21]([NH:23][C:24]2[CH:29]=[CH:28][C:27]([N:30]3[CH2:35][CH2:34][N:33]([CH2:36][CH3:37])[CH2:32][CH2:31]3)=[CH:26][C:25]=2[N+:38]([O-])=O)[N:20]=[CH:19][N:18]=1)[CH3:16]. (2) Given the product [C:1]([O:5][C:6]([C@@H:8]([CH2:20][S:21]([C:24]1[CH:29]=[CH:28][C:27]([Cl:30])=[C:26]([Cl:31])[CH:25]=1)(=[O:23])=[O:22])[CH2:9][C:10]([OH:12])=[O:11])=[O:7])([CH3:4])([CH3:2])[CH3:3], predict the reactants needed to synthesize it. The reactants are: [C:1]([O:5][C:6]([C@@H:8]([CH2:20][S:21]([C:24]1[CH:29]=[CH:28][C:27]([Cl:30])=[C:26]([Cl:31])[CH:25]=1)(=[O:23])=[O:22])[CH2:9][C:10]([O:12]CC1C=CC=CC=1)=[O:11])=[O:7])([CH3:4])([CH3:3])[CH3:2].O.[OH-].[Li+]. (3) Given the product [Cl:14][C:10]1[C:9]([CH3:15])=[C:8]([NH2:7])[CH:13]=[CH:12][CH:11]=1.[Cl:14][C:10]1[CH:11]=[CH:12][CH:13]=[C:8]2[C:9]=1[CH:15]=[C:16]([CH3:17])[NH:7]2, predict the reactants needed to synthesize it. The reactants are: C(OC(=O)[NH:7][C:8]1[CH:13]=[CH:12][CH:11]=[C:10]([Cl:14])[C:9]=1[CH2:15][C:16](=O)[CH3:17])(C)(C)C.FC(F)(F)C(O)=O. (4) Given the product [CH2:7]([O:9][C:10]([C:11]1[N:18]2[CH:19]=[C:20]([Br:23])[CH:21]=[CH:22][C:17]2=[N:16][CH:12]=1)=[O:15])[CH3:8], predict the reactants needed to synthesize it. The reactants are: S(=O)(=O)(O)O.[K].[CH2:7]([O:9][C:10](=[O:15])[CH:11](Cl)[CH:12]=O)[CH3:8].[NH2:16][C:17]1[CH:22]=[CH:21][C:20]([Br:23])=[CH:19][N:18]=1. (5) Given the product [CH:1]1([N:4]2[C:8]3[CH:9]=[CH:10][C:11]4[C@H:12]([O:24][CH2:13][CH2:14][O:15][CH3:16])[C@H:13]([OH:23])[C@@H:14]([C:17]5[CH:22]=[CH:21][CH:20]=[CH:19][CH:18]=5)[O:15][C:16]=4[C:7]=3[N:6]=[C:5]2[CH3:25])[CH2:3][CH2:2]1, predict the reactants needed to synthesize it. The reactants are: [CH:1]1([N:4]2[C:8]3[CH:9]=[CH:10][C:11]4[C@@H:12]([OH:24])[C@H:13]([OH:23])[C@@H:14]([C:17]5[CH:22]=[CH:21][CH:20]=[CH:19][CH:18]=5)[O:15][C:16]=4[C:7]=3[N:6]=[C:5]2[CH3:25])[CH2:3][CH2:2]1.S(=O)(=O)(O)O. (6) The reactants are: [CH:1]1([C:4]2[CH:27]=[CH:26][C:7]([C:8]([N:10]([C@@H:12]3[CH2:17][CH2:16][NH:15][CH2:14][C@H:13]3[C:18]3[CH:23]=[CH:22][C:21]([Cl:24])=[C:20]([Cl:25])[CH:19]=3)[CH3:11])=[O:9])=[CH:6][CH:5]=2)[CH2:3][CH2:2]1.[CH:28]1([C:31]([N:33]2[CH2:38][CH2:37][CH:36]([C:39](O)=[O:40])[CH2:35][CH2:34]2)=[O:32])[CH2:30][CH2:29]1. Given the product [CH:1]1([C:4]2[CH:27]=[CH:26][C:7]([C:8]([N:10]([C@@H:12]3[CH2:17][CH2:16][N:15]([C:39]([CH:36]4[CH2:35][CH2:34][N:33]([C:31]([CH:28]5[CH2:30][CH2:29]5)=[O:32])[CH2:38][CH2:37]4)=[O:40])[CH2:14][C@H:13]3[C:18]3[CH:23]=[CH:22][C:21]([Cl:24])=[C:20]([Cl:25])[CH:19]=3)[CH3:11])=[O:9])=[CH:6][CH:5]=2)[CH2:3][CH2:2]1, predict the reactants needed to synthesize it. (7) Given the product [CH3:23][O:24][C:25](=[O:28])[CH2:26][NH:27][C:5](=[O:7])[C:4]1[CH:8]=[C:9]([Cl:21])[C:10]([O:11][C:12]2[CH:17]=[CH:16][C:15]([N+:18]([O-:20])=[O:19])=[CH:14][CH:13]=2)=[C:2]([Cl:1])[CH:3]=1, predict the reactants needed to synthesize it. The reactants are: [Cl:1][C:2]1[CH:3]=[C:4]([CH:8]=[C:9]([Cl:21])[C:10]=1[O:11][C:12]1[CH:17]=[CH:16][C:15]([N+:18]([O-:20])=[O:19])=[CH:14][CH:13]=1)[C:5]([OH:7])=O.Cl.[CH3:23][O:24][C:25](=[O:28])[CH2:26][NH2:27].CCN=C=NCCCN(C)C.C1C=CC2N(O)N=NC=2C=1. (8) Given the product [Cl:43][C:40]1[CH:41]=[CH:42][C:37]([CH:27]([C:24]2[C:23]3[CH:44]=[CH:45][C:20]([B:10]4[O:11][C:12]([CH3:17])([CH3:18])[C:13]([CH3:15])([CH3:16])[O:14]4)=[CH:21][C:22]=3[S:26][N:25]=2)[CH2:28][NH:29][C:30](=[O:36])[O:31][C:32]([CH3:33])([CH3:34])[CH3:35])=[CH:38][CH:39]=1, predict the reactants needed to synthesize it. The reactants are: [B:10]1([B:10]2[O:14][C:13]([CH3:16])([CH3:15])[C:12]([CH3:18])([CH3:17])[O:11]2)[O:14][C:13]([CH3:16])([CH3:15])[C:12]([CH3:18])([CH3:17])[O:11]1.Br[C:20]1[CH:45]=[CH:44][C:23]2[C:24]([CH:27]([C:37]3[CH:42]=[CH:41][C:40]([Cl:43])=[CH:39][CH:38]=3)[CH2:28][NH:29][C:30](=[O:36])[O:31][C:32]([CH3:35])([CH3:34])[CH3:33])=[N:25][S:26][C:22]=2[CH:21]=1.C([O-])(=O)C.[K+].